From a dataset of Forward reaction prediction with 1.9M reactions from USPTO patents (1976-2016). Predict the product of the given reaction. Given the reactants [Si:1]([O:8][C@H:9]1[CH2:13][C@H:12]([N:14]2[C:18]3[N:19]=[CH:20][N:21]=[C:22]([NH:23][CH2:24][CH:25]4[CH2:27][CH2:26]4)[C:17]=3[CH:16]=[CH:15]2)[CH2:11][C@H:10]1[CH2:28][OH:29])([C:4]([CH3:7])([CH3:6])[CH3:5])([CH3:3])[CH3:2].Cl[S:31]([NH2:34])(=[O:33])=[O:32], predict the reaction product. The product is: [S:31](=[O:33])(=[O:32])([O:29][CH2:28][C@@H:10]1[CH2:11][C@@H:12]([N:14]2[C:18]3[N:19]=[CH:20][N:21]=[C:22]([NH:23][CH2:24][CH:25]4[CH2:27][CH2:26]4)[C:17]=3[CH:16]=[CH:15]2)[CH2:13][C@@H:9]1[O:8][Si:1]([C:4]([CH3:7])([CH3:6])[CH3:5])([CH3:3])[CH3:2])[NH2:34].